From a dataset of Full USPTO retrosynthesis dataset with 1.9M reactions from patents (1976-2016). Predict the reactants needed to synthesize the given product. (1) The reactants are: [C:1]1([S:7]([C:10]2[CH:11]=[C:12](OS(C(F)(F)F)(=O)=O)[C:13]3[O:22][C:21]4[CH2:20][CH2:19][N:18]([C:23]([O:25][C:26]([CH3:29])([CH3:28])[CH3:27])=[O:24])[CH2:17][C:16]=4[C:14]=3[CH:15]=2)(=[O:9])=[O:8])[CH:6]=[CH:5][CH:4]=[CH:3][CH:2]=1.[CH2:38]([Sn](CCCC)(CCCC)C=C)[CH2:39]CC.[Cl-].[Li+]. Given the product [C:1]1([S:7]([C:10]2[CH:11]=[C:12]([CH:38]=[CH2:39])[C:13]3[O:22][C:21]4[CH2:20][CH2:19][N:18]([C:23]([O:25][C:26]([CH3:27])([CH3:29])[CH3:28])=[O:24])[CH2:17][C:16]=4[C:14]=3[CH:15]=2)(=[O:8])=[O:9])[CH:2]=[CH:3][CH:4]=[CH:5][CH:6]=1, predict the reactants needed to synthesize it. (2) Given the product [C:13]1([C:10]2[O:9][C:8]([CH2:7][C:6]3[CH:5]=[CH:4][C:3]([OH:2])=[CH:20][CH:19]=3)=[CH:12][CH:11]=2)[CH:14]=[CH:15][CH:16]=[CH:17][CH:18]=1, predict the reactants needed to synthesize it. The reactants are: C[O:2][C:3]1[CH:20]=[CH:19][C:6]([CH2:7][C:8]2[O:9][C:10]([C:13]3[CH:18]=[CH:17][CH:16]=[CH:15][CH:14]=3)=[CH:11][CH:12]=2)=[CH:5][CH:4]=1.B(Br)(Br)Br. (3) Given the product [N+:1]([C:4]1[CH:12]=[CH:11][CH:10]=[C:9]2[C:5]=1[CH:6]=[CH:7][N:8]2[S:15]([C:18]1[CH:24]=[CH:23][C:21]([CH3:22])=[CH:20][CH:19]=1)(=[O:17])=[O:16])([O-:3])=[O:2], predict the reactants needed to synthesize it. The reactants are: [N+:1]([C:4]1[CH:12]=[CH:11][CH:10]=[C:9]2[C:5]=1[CH:6]=[CH:7][NH:8]2)([O-:3])=[O:2].[H-].[Na+].[S:15](Cl)([C:18]1[CH:24]=[CH:23][C:21]([CH3:22])=[CH:20][CH:19]=1)(=[O:17])=[O:16].